From a dataset of Catalyst prediction with 721,799 reactions and 888 catalyst types from USPTO. Predict which catalyst facilitates the given reaction. (1) Reactant: Cl[C:2]1[C:3]2[C:4](=[N:9][N:10]([CH2:12][C:13]3[CH:26]=[CH:25][C:16]([CH2:17][N:18]4[CH:23]=[CH:22][CH:21]=[CH:20][C:19]4=[O:24])=[CH:15][CH:14]=3)[CH:11]=2)[N:5]=[C:6]([Cl:8])[N:7]=1.[CH3:27][O:28][C:29]1[CH:34]=[CH:33][C:32]([CH2:35][NH2:36])=[CH:31][CH:30]=1. Product: [Cl:8][C:6]1[N:7]=[C:2]([NH:36][CH2:35][C:32]2[CH:33]=[CH:34][C:29]([O:28][CH3:27])=[CH:30][CH:31]=2)[C:3]2[C:4](=[N:9][N:10]([CH2:12][C:13]3[CH:26]=[CH:25][C:16]([CH2:17][N:18]4[CH:23]=[CH:22][CH:21]=[CH:20][C:19]4=[O:24])=[CH:15][CH:14]=3)[CH:11]=2)[N:5]=1. The catalyst class is: 51. (2) Reactant: [Cl:1][C:2]1[C:3]([C:8]#[N:9])=[N:4][CH:5]=[CH:6][CH:7]=1.C1C[O:13][CH2:12]C1. Product: [Cl:1][C:2]1[C:3]([CH2:8][NH:9][CH:12]=[O:13])=[N:4][CH:5]=[CH:6][CH:7]=1. The catalyst class is: 181.